From a dataset of Aqueous solubility values for 9,982 compounds from the AqSolDB database. Regression/Classification. Given a drug SMILES string, predict its absorption, distribution, metabolism, or excretion properties. Task type varies by dataset: regression for continuous measurements (e.g., permeability, clearance, half-life) or binary classification for categorical outcomes (e.g., BBB penetration, CYP inhibition). For this dataset (solubility_aqsoldb), we predict Y. (1) The compound is CN(C)C(=O)Nc1ccc(Cl)cc1. The Y is -2.89 log mol/L. (2) The drug is CCCCCCCCC(=O)NNC(=O)c1ccncc1. The Y is -3.52 log mol/L. (3) The compound is O=[V](=O)[O-].[Na+]. The Y is 0.266 log mol/L. (4) The molecule is CSc1ncc2nccnc2n1. The Y is -1.76 log mol/L.